From a dataset of Forward reaction prediction with 1.9M reactions from USPTO patents (1976-2016). Predict the product of the given reaction. (1) Given the reactants C(OC(=O)[NH:7][C@@H:8]([CH:31]1[CH2:36][CH2:35][CH2:34][CH2:33][CH2:32]1)[C:9]([N:11]1[CH2:15][CH2:14][CH2:13][C@H:12]1[C:16]1[CH:21]=[CH:20][N:19]=[C:18]([C:22]2[C:30]3[C:25](=[CH:26][CH:27]=[CH:28][CH:29]=3)[NH:24][CH:23]=2)[CH:17]=1)=[O:10])(C)(C)C.C(O)(C(F)(F)F)=O, predict the reaction product. The product is: [NH2:7][C@@H:8]([CH:31]1[CH2:36][CH2:35][CH2:34][CH2:33][CH2:32]1)[C:9]([N:11]1[CH2:15][CH2:14][CH2:13][C@H:12]1[C:16]1[CH:21]=[CH:20][N:19]=[C:18]([C:22]2[C:30]3[C:25](=[CH:26][CH:27]=[CH:28][CH:29]=3)[NH:24][CH:23]=2)[CH:17]=1)=[O:10]. (2) Given the reactants [CH2:1](N)[CH2:2][CH2:3][CH3:4].[BH4-].[Na+].[CH2:8]([O:18][CH:19]1[CH2:24][CH2:23][CH2:22][CH2:21][O:20]1)[CH2:9][CH2:10][CH2:11][CH2:12][CH2:13][CH2:14][CH2:15][C:16]#[CH:17].BrC#CCC, predict the reaction product. The product is: [CH2:8]([O:18][CH:19]1[CH2:24][CH2:23][CH2:22][CH2:21][O:20]1)[CH2:9][CH2:10][CH2:11][CH2:12][CH2:13][CH2:14][CH2:15][C:16]#[C:17][C:1]#[C:2][CH2:3][CH3:4]. (3) Given the reactants [CH3:1][O:2][C:3](=[O:16])[CH2:4][CH2:5][NH:6][C:7](=[O:15])[C:8]1[CH:13]=[CH:12][C:11]([OH:14])=[CH:10][CH:9]=1.Cl[CH2:18][C:19]1[CH:24]=[CH:23][C:22]([C:25]2[CH:30]=[CH:29][C:28]([C:31]([F:34])([F:33])[F:32])=[CH:27][CH:26]=2)=[CH:21][C:20]=1[CH3:35].C([O-])([O-])=O.[Cs+].[Cs+], predict the reaction product. The product is: [CH3:1][O:2][C:3](=[O:16])[CH2:4][CH2:5][NH:6][C:7](=[O:15])[C:8]1[CH:9]=[CH:10][C:11]([O:14][CH2:18][C:19]2[CH:24]=[CH:23][C:22]([C:25]3[CH:30]=[CH:29][C:28]([C:31]([F:32])([F:33])[F:34])=[CH:27][CH:26]=3)=[CH:21][C:20]=2[CH3:35])=[CH:12][CH:13]=1. (4) Given the reactants [O:1]=[C:2]1[C:6]2=[CH:7][N:8]([CH2:15][C:16]3[CH:21]=[CH:20][C:19]([N:22]4[CH:26]=[CH:25][CH:24]=[N:23]4)=[CH:18][CH:17]=3)[C:9]3[CH:10]=[CH:11][CH:12]=[CH:13][C:14]=3[C:5]2=[N:4][N:3]1[CH:27]1[CH2:32][CH2:31][N:30](C(OCC2C=CC=CC=2)=O)[CH2:29][CH2:28]1, predict the reaction product. The product is: [NH:30]1[CH2:31][CH2:32][CH:27]([N:3]2[C:2](=[O:1])[C:6]3=[CH:7][N:8]([CH2:15][C:16]4[CH:21]=[CH:20][C:19]([N:22]5[CH:26]=[CH:25][CH:24]=[N:23]5)=[CH:18][CH:17]=4)[C:9]4[CH:10]=[CH:11][CH:12]=[CH:13][C:14]=4[C:5]3=[N:4]2)[CH2:28][CH2:29]1. (5) Given the reactants [O:1]=[C:2]1[CH2:7][O:6][CH2:5][CH:4]2[CH2:8][CH2:9][CH:10]([C:12]([O:14]C)=[O:13])[CH2:11][N:3]12.O.[OH-].[Li+], predict the reaction product. The product is: [O:1]=[C:2]1[CH2:7][O:6][CH2:5][C@H:4]2[CH2:8][CH2:9][C@@H:10]([C:12]([OH:14])=[O:13])[CH2:11][N:3]12. (6) Given the reactants [Br:1][C:2]1[CH:3]=[N:4][CH:5]=[C:6]([C:10]=1[CH3:11])[C:7]([OH:9])=[O:8].[CH2:12](Cl)Cl.CO.C[Si](C=[N+]=[N-])(C)C, predict the reaction product. The product is: [Br:1][C:2]1[CH:3]=[N:4][CH:5]=[C:6]([C:10]=1[CH3:11])[C:7]([O:9][CH3:12])=[O:8]. (7) Given the reactants Cl[C:2]1[CH:7]=[CH:6][C:5]([N+:8]([O-:10])=[O:9])=[CH:4][N:3]=1.[NH:11]1[CH2:15][CH2:14][CH2:13][CH2:12]1.C(=O)([O-])[O-].[K+].[K+], predict the reaction product. The product is: [N+:8]([C:5]1[CH:6]=[CH:7][C:2]([N:11]2[CH2:15][CH2:14][CH2:13][CH2:12]2)=[N:3][CH:4]=1)([O-:10])=[O:9]. (8) Given the reactants [BH4-].[Na+].[F:3][C:4]1[C:9]2[CH:10]=[CH:11][O:12][C:8]=2[C:7]([NH:13][S:14]([C:17]2([CH2:20][CH:21]=[O:22])[CH2:19][CH2:18]2)(=[O:16])=[O:15])=[C:6]([NH:23][C:24]2[CH:29]=[CH:28][C:27]([I:30])=[CH:26][C:25]=2[F:31])[C:5]=1[F:32].CO.C(OCC)(=O)C, predict the reaction product. The product is: [F:3][C:4]1[C:9]2[CH:10]=[CH:11][O:12][C:8]=2[C:7]([NH:13][S:14]([C:17]2([CH2:20][CH2:21][OH:22])[CH2:19][CH2:18]2)(=[O:15])=[O:16])=[C:6]([NH:23][C:24]2[CH:29]=[CH:28][C:27]([I:30])=[CH:26][C:25]=2[F:31])[C:5]=1[F:32]. (9) Given the reactants [CH3:1][NH:2][C:3]1[C:12]2[C:7](=[CH:8][CH:9]=[C:10](C(O)=O)[CH:11]=2)[CH:6]=[CH:5][N:4]=1.ClC1C2C(=CC([C:27]([O:29][CH2:30][CH3:31])=[O:28])=CC=2)C=CN=1, predict the reaction product. The product is: [CH3:1][NH:2][C:3]1[C:12]2[C:7](=[CH:8][C:9]([C:27]([O:29][CH2:30][CH3:31])=[O:28])=[CH:10][CH:11]=2)[CH:6]=[CH:5][N:4]=1.